From a dataset of Forward reaction prediction with 1.9M reactions from USPTO patents (1976-2016). Predict the product of the given reaction. (1) Given the reactants [NH:1]1[CH2:6][CH2:5][O:4][CH2:3][CH2:2]1.[F:7][C:8]([F:47])([F:46])[C:9]1[CH:10]=[C:11]([C@H:19]2[O:23][C:22](=[O:24])[N:21]([CH2:25][C:26]3[C:31]([C:32]4[C:33]([O:39][CH3:40])=[N:34][CH:35]=[C:36]([Cl:38])[CH:37]=4)=[CH:30][N:29]=[C:28](S(C)(=O)=O)[N:27]=3)[C@H:20]2[CH3:45])[CH:12]=[C:13]([C:15]([F:18])([F:17])[F:16])[CH:14]=1, predict the reaction product. The product is: [F:47][C:8]([F:7])([F:46])[C:9]1[CH:10]=[C:11]([C@H:19]2[O:23][C:22](=[O:24])[N:21]([CH2:25][C:26]3[C:31]([C:32]4[C:33]([O:39][CH3:40])=[N:34][CH:35]=[C:36]([Cl:38])[CH:37]=4)=[CH:30][N:29]=[C:28]([N:1]4[CH2:6][CH2:5][O:4][CH2:3][CH2:2]4)[N:27]=3)[C@H:20]2[CH3:45])[CH:12]=[C:13]([C:15]([F:18])([F:17])[F:16])[CH:14]=1. (2) The product is: [C:37]([O:36][C:34]([N:26]1[CH2:27][CH2:28][N:23]([S:20]([C:6]2[N:7]([S:11]([C:14]3[CH:15]=[CH:16][CH:17]=[CH:18][CH:19]=3)(=[O:12])=[O:13])[C:8]3[C:4]([CH:5]=2)=[CH:3][C:2]([Cl:1])=[CH:10][CH:9]=3)(=[O:22])=[O:21])[CH2:24][CH:25]1[CH2:29][C:30]([O:32][CH3:33])=[O:31])=[O:35])([CH3:40])([CH3:39])[CH3:38]. Given the reactants [Cl:1][C:2]1[CH:3]=[C:4]2[C:8](=[CH:9][CH:10]=1)[N:7]([S:11]([C:14]1[CH:19]=[CH:18][CH:17]=[CH:16][CH:15]=1)(=[O:13])=[O:12])[C:6]([S:20]([N:23]1[CH2:28][CH2:27][NH:26][CH:25]([CH2:29][C:30]([O:32][CH3:33])=[O:31])[CH2:24]1)(=[O:22])=[O:21])=[CH:5]2.[C:34](O[C:34]([O:36][C:37]([CH3:40])([CH3:39])[CH3:38])=[O:35])([O:36][C:37]([CH3:40])([CH3:39])[CH3:38])=[O:35], predict the reaction product. (3) Given the reactants Br[C:2]1[CH:7]=[CH:6][C:5]([C:8]2[O:12][N:11]=[C:10]([CH3:13])[C:9]=2[NH:14][C:15]2[O:16][C:17]([C:20]3[CH:25]=[CH:24][CH:23]=[CH:22][CH:21]=3)=[N:18][N:19]=2)=[CH:4][CH:3]=1.[CH2:26]([O:28][C:29]([C:31]1([C:34]2[CH:39]=[CH:38][C:37](B3OC(C)(C)C(C)(C)O3)=[CH:36][CH:35]=2)[CH2:33][CH2:32]1)=[O:30])[CH3:27], predict the reaction product. The product is: [CH2:26]([O:28][C:29]([C:31]1([C:34]2[CH:39]=[CH:38][C:37]([C:2]3[CH:7]=[CH:6][C:5]([C:8]4[O:12][N:11]=[C:10]([CH3:13])[C:9]=4[NH:14][C:15]4[O:16][C:17]([C:20]5[CH:21]=[CH:22][CH:23]=[CH:24][CH:25]=5)=[N:18][N:19]=4)=[CH:4][CH:3]=3)=[CH:36][CH:35]=2)[CH2:32][CH2:33]1)=[O:30])[CH3:27].